From a dataset of Reaction yield outcomes from USPTO patents with 853,638 reactions. Predict the reaction yield, written as a fraction of the theoretical maximum amount of product (1.0 means a 100% yield; for example, 0.34 means a 34% yield). (1) The reactants are [CH3:1][O:2][C:3]([C:5]1[S:6][C:7]([C:27]2[CH:32]=[CH:31][CH:30]=[CH:29][CH:28]=2)=[CH:8][C:9]=1[N:10]([C:18]([CH:20]1[CH2:25][CH2:24][CH:23]([CH3:26])[CH2:22][CH2:21]1)=[O:19])[CH:11]1[CH2:16][CH2:15][C:14](=[O:17])[CH2:13][CH2:12]1)=[O:4].[BH4-].[Na+]. The catalyst is CO. The product is [CH3:1][O:2][C:3]([C:5]1[S:6][C:7]([C:27]2[CH:28]=[CH:29][CH:30]=[CH:31][CH:32]=2)=[CH:8][C:9]=1[N:10]([C@H:11]1[CH2:16][CH2:15][C@H:14]([OH:17])[CH2:13][CH2:12]1)[C:18]([C@H:20]1[CH2:25][CH2:24][C@H:23]([CH3:26])[CH2:22][CH2:21]1)=[O:19])=[O:4]. The yield is 0.620. (2) The catalyst is CN(C1C=CN=CC=1)C.CC#N. The yield is 0.560. The reactants are [C:1]([C:5]1[N:9]([CH2:10][CH:11]2[CH2:16][CH2:15][O:14][CH2:13][CH2:12]2)[C:8]2[CH:17]=[CH:18][C:19]([S:21](Cl)(=[O:23])=[O:22])=[CH:20][C:7]=2[N:6]=1)([CH3:4])([CH3:3])[CH3:2].[NH:25]1[CH:29]=[CH:28][CH:27]=[N:26]1. The product is [C:1]([C:5]1[N:9]([CH2:10][CH:11]2[CH2:16][CH2:15][O:14][CH2:13][CH2:12]2)[C:8]2[CH:17]=[CH:18][C:19]([S:21]([N:25]3[CH:29]=[CH:28][CH:27]=[N:26]3)(=[O:23])=[O:22])=[CH:20][C:7]=2[N:6]=1)([CH3:4])([CH3:3])[CH3:2].